From a dataset of Catalyst prediction with 721,799 reactions and 888 catalyst types from USPTO. Predict which catalyst facilitates the given reaction. Reactant: [Br:1][C:2]1[CH:3]=[C:4]([CH:7]=[C:8]([Br:10])[CH:9]=1)[CH2:5]O.S(Cl)([Cl:13])=O. Product: [Br:1][C:2]1[CH:3]=[C:4]([CH:7]=[C:8]([Br:10])[CH:9]=1)[CH2:5][Cl:13]. The catalyst class is: 3.